From a dataset of Forward reaction prediction with 1.9M reactions from USPTO patents (1976-2016). Predict the product of the given reaction. (1) Given the reactants [CH2:1]([C@@H:3]1[CH2:8][O:7][CH2:6][CH2:5][N:4]1[C:9]1[N:14]=[C:13]([NH:15][CH3:16])[N:12]=[C:11]([C:17]2[CH:24]=[C:23](F)[C:20]([C:21]#[N:22])=[C:19](F)[CH:18]=2)[CH:10]=1)[CH3:2].[CH:27]1([NH2:32])[CH2:31][CH2:30][CH2:29][CH2:28]1.[NH2:33][NH2:34].CCN(C(C)C)C(C)C, predict the reaction product. The product is: [CH:27]1([NH:32][C:23]2[C:20]3[C:21]([NH2:22])=[N:33][NH:34][C:19]=3[CH:18]=[C:17]([C:11]3[CH:10]=[C:9]([N:4]4[CH2:5][CH2:6][O:7][CH2:8][C@H:3]4[CH2:1][CH3:2])[N:14]=[C:13]([NH:15][CH3:16])[N:12]=3)[CH:24]=2)[CH2:31][CH2:30][CH2:29][CH2:28]1. (2) Given the reactants [CH3:1][S:2]([C:5]([C:8]1[CH:9]=[C:10]2[C:15](=[C:16]([C:18]3[CH:19]=[C:20]([C:24]4[CH:29]=[CH:28][CH:27]=[C:26]([CH:30]=[CH:31][C:32](O)=[O:33])[CH:25]=4)[CH:21]=[CH:22][CH:23]=3)[CH:17]=1)[N:14]=[CH:13][CH:12]=[CH:11]2)([CH3:7])[CH3:6])(=[O:4])=[O:3].CCN=C=N[CH2:40][CH2:41][CH2:42][N:43](C)C.C1(N)CC1, predict the reaction product. The product is: [CH:42]1([NH:43][C:32](=[O:33])[CH:31]=[CH:30][C:26]2[CH:25]=[C:24]([C:20]3[CH:21]=[CH:22][CH:23]=[C:18]([C:16]4[CH:17]=[C:8]([C:5]([S:2]([CH3:1])(=[O:4])=[O:3])([CH3:7])[CH3:6])[CH:9]=[C:10]5[C:15]=4[N:14]=[CH:13][CH:12]=[CH:11]5)[CH:19]=3)[CH:29]=[CH:28][CH:27]=2)[CH2:40][CH2:41]1. (3) Given the reactants [CH3:1][C:2]([C:5]1[CH:9]=[C:8]([C:10]([NH:12][C:13]2[CH:14]=[C:15]([CH:19]=[CH:20][CH:21]=2)[C:16](Cl)=[O:17])=[O:11])[N:7]([CH2:22][CH3:23])[N:6]=1)([CH3:4])[CH3:3].[F:24][C:25]([F:29])([F:28])[CH2:26][NH2:27].C(N(CC)CC)C, predict the reaction product. The product is: [CH3:1][C:2]([C:5]1[CH:9]=[C:8]([C:10]([NH:12][C:13]2[CH:21]=[CH:20][CH:19]=[C:15]([C:16]([NH:27][CH2:26][C:25]([F:29])([F:28])[F:24])=[O:17])[CH:14]=2)=[O:11])[N:7]([CH2:22][CH3:23])[N:6]=1)([CH3:4])[CH3:3].